Dataset: Peptide-MHC class I binding affinity with 185,985 pairs from IEDB/IMGT. Task: Regression. Given a peptide amino acid sequence and an MHC pseudo amino acid sequence, predict their binding affinity value. This is MHC class I binding data. (1) The peptide sequence is ELPIVTPAL. The MHC is HLA-B58:01 with pseudo-sequence HLA-B58:01. The binding affinity (normalized) is 0.0847. (2) The peptide sequence is NSDPNTPDK. The MHC is HLA-B57:01 with pseudo-sequence HLA-B57:01. The binding affinity (normalized) is 0.0847.